From a dataset of Reaction yield outcomes from USPTO patents with 853,638 reactions. Predict the reaction yield, written as a fraction of the theoretical maximum amount of product (1.0 means a 100% yield; for example, 0.34 means a 34% yield). (1) The reactants are [CH2:1]([OH:6])[CH2:2][CH2:3][CH2:4][OH:5].[H-].[Na+].[C:9](Cl)(=[O:11])[CH3:10]. The catalyst is C1COCC1.C(OCC)C.C([O-])([O-])=O.[K+].[K+]. The product is [OH:5][CH2:4][CH2:3][CH2:2][CH2:1][O:6][C:9](=[O:11])[CH3:10]. The yield is 0.510. (2) The reactants are [CH2:1]([CH:3]=[CH:4][PH:5](=[O:7])[OH:6])[CH3:2].[O-]CCCC.[O-]CCCC.[O-]CCCC.[O-]CCCC.[Ti+4:28]. The catalyst is C1(C)C=CC=CC=1. The product is [Ti+4:28].[CH2:1]([CH:3]=[CH:4][PH:5](=[O:6])[O-:7])[CH3:2].[CH2:1]([CH:3]=[CH:4][PH:5](=[O:6])[O-:7])[CH3:2].[CH2:1]([CH:3]=[CH:4][PH:5](=[O:6])[O-:7])[CH3:2].[CH2:1]([CH:3]=[CH:4][PH:5](=[O:6])[O-:7])[CH3:2]. The yield is 0.900. (3) The reactants are [C:1]([C:3]1[C:11]2[C:6](=[CH:7][C:8]([O:12][CH3:13])=[CH:9][CH:10]=2)[N:5]([CH2:14][CH3:15])[C:4]=1[C:16]1[CH:24]=[CH:23][C:19]([C:20](O)=[O:21])=[CH:18][CH:17]=1)#[N:2].CN(C=O)C.C(Cl)(=O)C(Cl)=O.[NH:36]1[CH2:41][CH2:40][O:39][CH2:38][CH2:37]1. The catalyst is C(Cl)Cl. The product is [CH2:14]([N:5]1[C:6]2[C:11](=[CH:10][CH:9]=[C:8]([O:12][CH3:13])[CH:7]=2)[C:3]([C:1]#[N:2])=[C:4]1[C:16]1[CH:24]=[CH:23][C:19]([C:20]([N:36]2[CH2:41][CH2:40][O:39][CH2:38][CH2:37]2)=[O:21])=[CH:18][CH:17]=1)[CH3:15]. The yield is 0.900. (4) The reactants are [CH3:1][C:2]([CH3:14])([CH3:13])[C:3]([NH:5][C:6]1[CH:11]=[CH:10][CH:9]=[CH:8][C:7]=1[CH3:12])=O.[Li]CCCC.[NH4+].[Cl-]. The catalyst is C1COCC1. The yield is 0.880. The product is [C:2]([C:3]1[NH:5][C:6]2[C:7]([CH:12]=1)=[CH:8][CH:9]=[CH:10][CH:11]=2)([CH3:14])([CH3:13])[CH3:1]. (5) The reactants are [CH3:1][C@@:2]1([CH2:13][N:14]2[CH2:19][CH2:18][N:17](C(OC(C)(C)C)=O)[CH2:16][CH2:15]2)[O:6][C:5]2=[N:7][C:8]([N+:10]([O-:12])=[O:11])=[CH:9][N:4]2[CH2:3]1.FC(F)(F)C(O)=O.Cl[C:35]1[CH:40]=[C:39]([C:41]2[CH:46]=[CH:45][CH:44]=[CH:43][CH:42]=2)[N:38]=[C:37]([C:47]2[CH:52]=[CH:51][CH:50]=[CH:49][CH:48]=2)[N:36]=1.C1CCN2C(=NCCC2)CC1. The catalyst is C(Cl)Cl.O. The product is [C:47]1([C:37]2[N:36]=[C:35]([N:17]3[CH2:16][CH2:15][N:14]([CH2:13][C@:2]4([CH3:1])[O:6][C:5]5=[N:7][C:8]([N+:10]([O-:12])=[O:11])=[CH:9][N:4]5[CH2:3]4)[CH2:19][CH2:18]3)[CH:40]=[C:39]([C:41]3[CH:46]=[CH:45][CH:44]=[CH:43][CH:42]=3)[N:38]=2)[CH:52]=[CH:51][CH:50]=[CH:49][CH:48]=1. The yield is 0.170. (6) The reactants are [NH2:1][C:2]1[N:7]=[C:6]2[N:8]([C:11]([O:13][C:14]([CH3:17])([CH3:16])[CH3:15])=[O:12])[N:9]=[CH:10][C:5]2=[C:4](Cl)[N:3]=1.C([Sn](CCCC)(CCCC)[C:24]1[O:25][CH:26]=[CH:27][CH:28]=1)CCC. The catalyst is CN(C=O)C.Cl[Pd](Cl)([P](C1C=CC=CC=1)(C1C=CC=CC=1)C1C=CC=CC=1)[P](C1C=CC=CC=1)(C1C=CC=CC=1)C1C=CC=CC=1. The product is [NH2:1][C:2]1[N:7]=[C:6]2[N:8]([C:11]([O:13][C:14]([CH3:17])([CH3:16])[CH3:15])=[O:12])[N:9]=[CH:10][C:5]2=[C:4]([C:24]2[O:25][CH:26]=[CH:27][CH:28]=2)[N:3]=1. The yield is 0.990. (7) The reactants are [OH:1][C:2]([C:23]1[CH:28]=[CH:27][C:26]([O:29]C)=[CH:25][CH:24]=1)([CH3:22])[C:3]([N:5]([C:14]1[CH:19]=[CH:18][C:17]([O:20]C)=[CH:16][CH:15]=1)[C:6]1[CH:11]=[CH:10][C:9]([O:12]C)=[CH:8][CH:7]=1)=[O:4].B(Br)(Br)Br. The catalyst is C(Cl)Cl. The product is [OH:1][C:2]([C:23]1[CH:24]=[CH:25][C:26]([OH:29])=[CH:27][CH:28]=1)([CH3:22])[C:3]([N:5]([C:14]1[CH:19]=[CH:18][C:17]([OH:20])=[CH:16][CH:15]=1)[C:6]1[CH:11]=[CH:10][C:9]([OH:12])=[CH:8][CH:7]=1)=[O:4]. The yield is 0.778. (8) The reactants are [Cl:1][C:2]1[CH:7]=[CH:6][C:5]([C:8]2[N:12]=[C:11]([NH2:13])[NH:10][N:9]=2)=[CH:4][CH:3]=1.[Cl:14][C:15]1[CH:20]=[CH:19][C:18]([C:21](=O)[CH2:22][C:23](OCC)=[O:24])=[CH:17][C:16]=1[O:29][CH3:30].CC1C=CC(S(O)(=O)=O)=CC=1. The catalyst is CCCCO. The product is [Cl:14][C:15]1[CH:20]=[CH:19][C:18]([C:21]2[NH:13][C:11]3[N:10]([N:9]=[C:8]([C:5]4[CH:4]=[CH:3][C:2]([Cl:1])=[CH:7][CH:6]=4)[N:12]=3)[C:23](=[O:24])[CH:22]=2)=[CH:17][C:16]=1[O:29][CH3:30]. The yield is 0.280. (9) The reactants are C([O:8][C:9]1[CH:30]=[C:29]([CH3:31])[C:12]([CH2:13][C@@H:14]2[CH2:18][CH2:17][N:16]([CH:19]3[CH2:27][CH2:26][C:25]4[C:21](=[CH:22][NH:23][N:24]=4)[CH2:20]3)[C:15]2=[O:28])=[C:11]([CH3:32])[CH:10]=1)C1C=CC=CC=1. The catalyst is CCO.[OH-].[OH-].[Pd+2]. The product is [OH:8][C:9]1[CH:30]=[C:29]([CH3:31])[C:12]([CH2:13][C@@H:14]2[CH2:18][CH2:17][N:16]([CH:19]3[CH2:27][CH2:26][C:25]4[C:21](=[CH:22][NH:23][N:24]=4)[CH2:20]3)[C:15]2=[O:28])=[C:11]([CH3:32])[CH:10]=1. The yield is 0.650.